Dataset: Full USPTO retrosynthesis dataset with 1.9M reactions from patents (1976-2016). Task: Predict the reactants needed to synthesize the given product. (1) The reactants are: [NH2:1][C:2]1[CH:7]=[CH:6][CH:5]=[CH:4][CH:3]=1.[C:8]([OH:16])(=[O:15])[C:9]([CH2:11][C:12](O)=[O:13])=[CH2:10]. Given the product [O:13]=[C:12]1[N:1]([C:2]2[CH:7]=[CH:6][CH:5]=[CH:4][CH:3]=2)[CH2:10][CH:9]([C:8]([OH:16])=[O:15])[CH2:11]1, predict the reactants needed to synthesize it. (2) Given the product [CH2:1]([C@@H:3]1[CH2:5][C@@H:4]1[CH2:6][C:12]([OH:13])=[O:15])[CH3:2], predict the reactants needed to synthesize it. The reactants are: [CH2:1]([C@@H:3]1[CH2:5][CH:4]1[C@H:6](O)C)[CH3:2].CN([CH:12]=[O:13])C.[Cr](O[Cr]([O-])(=O)=O)([O-])(=O)=[O:15].[NH+]1C=CC=CC=1.[NH+]1C=CC=CC=1.